This data is from Forward reaction prediction with 1.9M reactions from USPTO patents (1976-2016). The task is: Predict the product of the given reaction. (1) Given the reactants [O:1]1[C:5]2[CH:6]=[CH:7][C:8]([OH:10])=[CH:9][C:4]=2[O:3][CH2:2]1.C([Mg]Cl)(C)C.[CH2:16]([N:21]1[C:29]2[CH:28]=[CH:27][N:26]=[CH:25][C:24]=2[C:23](=[O:30])[C:22]1=[O:31])[CH2:17][CH2:18][CH2:19][CH3:20], predict the reaction product. The product is: [OH:30][C:23]1([C:7]2[C:8]([OH:10])=[CH:9][C:4]3[O:3][CH2:2][O:1][C:5]=3[CH:6]=2)[C:24]2[CH:25]=[N:26][CH:27]=[CH:28][C:29]=2[N:21]([CH2:16][CH2:17][CH2:18][CH2:19][CH3:20])[C:22]1=[O:31]. (2) Given the reactants [Cl:1][C:2]1[CH:7]=[C:6]([Cl:8])[CH:5]=[CH:4][C:3]=1[C:9]1([OH:15])[CH2:14][CH2:13][NH:12][CH2:11][CH2:10]1.C(N(C(C)C)CC)(C)C.[CH2:25]([O:32][CH2:33][C:34](Cl)=[O:35])[C:26]1[CH:31]=[CH:30][CH:29]=[CH:28][CH:27]=1, predict the reaction product. The product is: [CH2:25]([O:32][CH2:33][C:34]([N:12]1[CH2:11][CH2:10][C:9]([C:3]2[CH:4]=[CH:5][C:6]([Cl:8])=[CH:7][C:2]=2[Cl:1])([OH:15])[CH2:14][CH2:13]1)=[O:35])[C:26]1[CH:31]=[CH:30][CH:29]=[CH:28][CH:27]=1. (3) The product is: [CH:1]1([O:5][C:6]2[CH:7]=[C:8]([C:16]3[N:25]([CH2:26][O:27][CH2:28][CH2:29][Si:30]([CH3:33])([CH3:32])[CH3:31])[C:19]4[CH:20]=[N:21][NH:22][C:23](=[O:24])[C:18]=4[C:17]=3[C:54]3[CH:59]=[CH:58][CH:57]=[CH:56][CH:55]=3)[CH:9]=[CH:10][C:11]=2[O:12][CH:13]([F:15])[F:14])[CH2:4][CH2:3][CH2:2]1. Given the reactants [CH:1]1([O:5][C:6]2[CH:7]=[C:8]([C:16]3[N:25]([CH2:26][O:27][CH2:28][CH2:29][Si:30]([CH3:33])([CH3:32])[CH3:31])[C:19]4[CH:20]=[N:21][NH:22][C:23](=[O:24])[C:18]=4[C:17]=3I)[CH:9]=[CH:10][C:11]=2[O:12][CH:13]([F:15])[F:14])[CH2:4][CH2:3][CH2:2]1.BrC1N(COCC[Si](C)(C)C)C2C=NNC(=O)C=2C=1.[C:54]1(B(O)O)[CH:59]=[CH:58][CH:57]=[CH:56][CH:55]=1, predict the reaction product.